Dataset: Full USPTO retrosynthesis dataset with 1.9M reactions from patents (1976-2016). Task: Predict the reactants needed to synthesize the given product. Given the product [C:1]12[CH2:8][CH:7]([C:9]([N:13]([CH3:12])[C@H:14]3[CH2:33][N:18]4[C:19]5[C:24]([C:25]([CH2:26][C:27]([OH:29])=[O:28])=[C:17]4[CH2:16][CH2:15]3)=[CH:23][CH:22]=[CH:21][CH:20]=5)=[O:11])[C:6]1=[CH:5][CH:4]=[CH:3][CH:2]=2, predict the reactants needed to synthesize it. The reactants are: [C:1]12[CH2:8][CH:7]([C:9]([OH:11])=O)[C:6]1=[CH:5][CH:4]=[CH:3][CH:2]=2.[CH3:12][NH:13][C@H:14]1[CH2:33][N:18]2[C:19]3[C:24]([C:25]([CH2:26][C:27]([O:29]CCC)=[O:28])=[C:17]2[CH2:16][CH2:15]1)=[CH:23][CH:22]=[CH:21][CH:20]=3.